This data is from Forward reaction prediction with 1.9M reactions from USPTO patents (1976-2016). The task is: Predict the product of the given reaction. Given the reactants [H-].[Na+].[N:3]1[CH:8]=[C:7]([C:9]([OH:11])=[O:10])[CH:6]=[C:5]([C:12]([OH:14])=[O:13])[CH:4]=1.Br[CH2:16][C:17]1[CH:22]=[CH:21][CH:20]=[CH:19][CH:18]=1, predict the reaction product. The product is: [CH2:16]([O:10][C:9]([C:7]1[CH:8]=[N:3][CH:4]=[C:5]([CH:6]=1)[C:12]([OH:14])=[O:13])=[O:11])[C:17]1[CH:22]=[CH:21][CH:20]=[CH:19][CH:18]=1.